The task is: Predict the reaction yield, written as a fraction of the theoretical maximum amount of product (1.0 means a 100% yield; for example, 0.34 means a 34% yield).. This data is from Reaction yield outcomes from USPTO patents with 853,638 reactions. The reactants are CS(O[CH2:6][CH:7]1[CH2:10][CH:9]([S:11]([C:14]2[CH:19]=[CH:18][CH:17]=[C:16]([C:20]([F:23])([F:22])[F:21])[CH:15]=2)(=[O:13])=[O:12])[CH2:8]1)(=O)=O.[N-:24]=[N+:25]=[N-:26].[Na+]. The catalyst is CC#N. The product is [N:24]([CH2:6][CH:7]1[CH2:10][CH:9]([S:11]([C:14]2[CH:19]=[CH:18][CH:17]=[C:16]([C:20]([F:23])([F:22])[F:21])[CH:15]=2)(=[O:13])=[O:12])[CH2:8]1)=[N+:25]=[N-:26]. The yield is 0.820.